From a dataset of Catalyst prediction with 721,799 reactions and 888 catalyst types from USPTO. Predict which catalyst facilitates the given reaction. (1) Reactant: [F:1][C:2]([F:21])([F:20])[C:3]([C:7]1[CH:8]=[C:9]2[C:14](=[CH:15][CH:16]=1)[CH:13]=[C:12]([C:17]([OH:19])=O)[CH:11]=[CH:10]2)([O:5][CH3:6])[CH3:4].CN(C(ON1N=NC2C=CC=CC1=2)=[N+](C)C)C.F[P-](F)(F)(F)(F)F.C(N(CC)CC)C.Cl.[NH2:54][C@@H:55]([C:57]1[C:62]([F:63])=[CH:61][C:60]([NH:64][S:65]([CH3:68])(=[O:67])=[O:66])=[C:59]([CH3:69])[CH:58]=1)[CH3:56]. Product: [F:63][C:62]1[CH:61]=[C:60]([NH:64][S:65]([CH3:68])(=[O:67])=[O:66])[C:59]([CH3:69])=[CH:58][C:57]=1[C@H:55]([NH:54][C:17]([C:12]1[CH:11]=[CH:10][C:9]2[C:14](=[CH:15][CH:16]=[C:7]([C:3]([O:5][CH3:6])([CH3:4])[C:2]([F:21])([F:1])[F:20])[CH:8]=2)[CH:13]=1)=[O:19])[CH3:56]. The catalyst class is: 3. (2) Reactant: Br[C:2]1[C:3]2[N:4]([CH:8]=[C:9]([C:11]3[CH:16]=[CH:15][C:14]([CH2:17][C@H:18]([NH:22][C:23](=[O:36])[C:24]4[CH:29]=[CH:28][C:27]([O:30][CH:31]([CH3:33])[CH3:32])=[C:26]([C:34]#[N:35])[CH:25]=4)[CH2:19][CH2:20][OH:21])=[CH:13][CH:12]=3)[N:10]=2)[CH:5]=[CH:6][CH:7]=1.[CH3:37][C:38]1[C:42](B(O)O)=[C:41]([CH3:46])[O:40][N:39]=1.C([O-])([O-])=O.[K+].[K+]. Product: [C:34]([C:26]1[CH:25]=[C:24]([CH:29]=[CH:28][C:27]=1[O:30][CH:31]([CH3:32])[CH3:33])[C:23]([NH:22][C@@H:18]([CH2:17][C:14]1[CH:15]=[CH:16][C:11]([C:9]2[N:10]=[C:3]3[C:2]([C:42]4[C:38]([CH3:37])=[N:39][O:40][C:41]=4[CH3:46])=[CH:7][CH:6]=[CH:5][N:4]3[CH:8]=2)=[CH:12][CH:13]=1)[CH2:19][CH2:20][OH:21])=[O:36])#[N:35]. The catalyst class is: 3. (3) Reactant: [C:1]([CH:4]([OH:54])[CH:5]([NH:11][C:12]([C@@H:14]1[N:19]([CH2:20][C:21]2[CH:26]=[CH:25][C:24]([Cl:27])=[CH:23][CH:22]=2)[CH2:18][CH2:17][N:16]([C:28]([C@@H:30]([NH:35][C:36]([C@@H:38]([NH:45][C:46]([C:48]2[CH:53]=[N:52][CH:51]=[CH:50][N:49]=2)=[O:47])[CH:39]2[CH2:44][CH2:43][CH2:42][CH2:41][CH2:40]2)=[O:37])[C:31]([CH3:34])([CH3:33])[CH3:32])=[O:29])[CH2:15]1)=[O:13])[CH2:6][CH:7]1[CH2:10][CH2:9][CH2:8]1)(=[O:3])[NH2:2].CC(OI1(OC(C)=O)(OC(C)=O)OC(=O)C2C=CC=CC1=2)=O. Product: [C:1]([C:4](=[O:54])[CH:5]([NH:11][C:12]([C@@H:14]1[N:19]([CH2:20][C:21]2[CH:22]=[CH:23][C:24]([Cl:27])=[CH:25][CH:26]=2)[CH2:18][CH2:17][N:16]([C:28]([C@@H:30]([NH:35][C:36]([C@@H:38]([NH:45][C:46]([C:48]2[CH:53]=[N:52][CH:51]=[CH:50][N:49]=2)=[O:47])[CH:39]2[CH2:40][CH2:41][CH2:42][CH2:43][CH2:44]2)=[O:37])[C:31]([CH3:33])([CH3:34])[CH3:32])=[O:29])[CH2:15]1)=[O:13])[CH2:6][CH:7]1[CH2:10][CH2:9][CH2:8]1)(=[O:3])[NH2:2]. The catalyst class is: 4. (4) Reactant: Cl[C:2]1[N:10]=[C:9]2[C:5]([N:6]=[CH:7][N:8]2[CH:11]2[CH2:16][CH2:15][CH2:14][CH2:13][O:12]2)=[C:4]([NH2:17])[N:3]=1. Product: [CH2:11]([O:12][C:2]1[N:10]=[C:9]2[C:5]([N:6]=[CH:7][N:8]2[CH:11]2[CH2:16][CH2:15][CH2:14][CH2:13][O:12]2)=[C:4]([NH2:17])[N:3]=1)[CH2:16][CH2:15][CH3:14]. The catalyst class is: 729. (5) The catalyst class is: 3. Product: [Cl:1][C:2]1[CH:3]=[CH:4][C:5]([C@@H:8]2[C@:10]3([C:18]4[C:13](=[CH:14][CH:15]=[CH:16][CH:17]=4)[N:12]([CH2:21][C:22]4[CH:27]=[CH:26][N:25]=[CH:24][CH:23]=4)[C:11]3=[O:19])[CH2:9]2)=[CH:6][CH:7]=1. Reactant: [Cl:1][C:2]1[CH:7]=[CH:6][C:5]([C@@H:8]2[C@:10]3([C:18]4[C:13](=[CH:14][CH:15]=[CH:16][CH:17]=4)[NH:12][C:11]3=[O:19])[CH2:9]2)=[CH:4][CH:3]=1.Br[CH2:21][C:22]1[CH:27]=[CH:26][N:25]=[CH:24][CH:23]=1.C([O-])([O-])=O.[Cs+].[Cs+].O. (6) Reactant: [NH2:1][C:2]1[CH:3]=[CH:4][C:5]([CH3:22])=[C:6]([NH:8][C:9]2[N:10]=[CH:11][C:12]3[N:17]=[C:16]([NH:18][C:19](=[O:21])[CH3:20])[S:15][C:13]=3[N:14]=2)[CH:7]=1.[F:23][C:24]([F:36])([F:35])[O:25][C:26]1[CH:27]=[C:28]([CH:32]=[CH:33][CH:34]=1)[C:29](O)=[O:30].F[P-](F)(F)(F)(F)F.N1(OC(N(C)C)=[N+](C)C)C2N=CC=CC=2N=N1.C(=O)([O-])O.[Na+]. Product: [C:19]([NH:18][C:16]1[S:15][C:13]2[N:14]=[C:9]([NH:8][C:6]3[CH:7]=[C:2]([NH:1][C:29](=[O:30])[C:28]4[CH:32]=[CH:33][CH:34]=[C:26]([O:25][C:24]([F:23])([F:35])[F:36])[CH:27]=4)[CH:3]=[CH:4][C:5]=3[CH3:22])[N:10]=[CH:11][C:12]=2[N:17]=1)(=[O:21])[CH3:20]. The catalyst class is: 17. (7) Reactant: [C:1]([C:4]1[C:22](=[O:23])[C@@:8]2([CH3:24])[C:9]3[C:15]([OH:16])=[CH:14][C:13]([O:17][CH3:18])=[C:12]([C:19]([NH2:21])=[O:20])[C:10]=3[O:11][C:7]2=[CH:6][C:5]=1[OH:25])(=[O:3])[CH3:2].[CH3:26][C:27]1[CH:36]=[CH:35][C:34]2[C:29](=[CH:30][CH:31]=[CH:32][CH:33]=2)[C:28]=1[CH:37]=O.C([SiH](CC)CC)C.FC(F)(F)C(O)=O. Product: [C:1]([C:4]1[C:22](=[O:23])[C@@:8]2([CH3:24])[C:9]3[C:15]([OH:16])=[CH:14][C:13]([O:17][CH3:18])=[C:12]([C:19]([NH:21][CH2:37][C:28]4[C:29]5[C:34](=[CH:33][CH:32]=[CH:31][CH:30]=5)[CH:35]=[CH:36][C:27]=4[CH3:26])=[O:20])[C:10]=3[O:11][C:7]2=[CH:6][C:5]=1[OH:25])(=[O:3])[CH3:2]. The catalyst class is: 10.